From a dataset of Catalyst prediction with 721,799 reactions and 888 catalyst types from USPTO. Predict which catalyst facilitates the given reaction. (1) Reactant: [N+:1]([C:4]1[C:12]2[N:11]([CH2:13][CH:14]([OH:16])[CH3:15])[N:10]=[C:9]3[CH2:17][CH2:18][CH2:19][C:7]([C:8]=23)=[CH:6][CH:5]=1)([O-])=O. Product: [NH2:1][C:4]1[C:12]2[N:11]([CH2:13][CH:14]([OH:16])[CH3:15])[N:10]=[C:9]3[CH2:17][CH2:18][CH2:19][C:7]([C:8]=23)=[CH:6][CH:5]=1. The catalyst class is: 8. (2) Reactant: [CH3:1][O:2][C:3](=[O:30])[NH:4][CH:5]([C:9]([N:11]1[CH:17]([C:18]2[NH:19][C:20]([C:23]3[CH:28]=[CH:27][C:26](Br)=[CH:25][CH:24]=3)=[CH:21][N:22]=2)[CH2:16][C:13]2([CH2:15][CH2:14]2)[CH2:12]1)=[O:10])[CH:6]([CH3:8])[CH3:7].B1(B2OC(C)(C)C(C)(C)O2)OC(C)(C)C(C)(C)O1.C([O-])(=O)C.[K+].[CH3:54][O:55][C:56](=[O:87])[NH:57][CH:58]([C:62]([N:64]1[CH:70]([C:71]2[NH:72][C:73]([C:76]3[CH:85]=[CH:84][C:83]4[C:78](=[CH:79][CH:80]=[C:81](Br)[CH:82]=4)[CH:77]=3)=[CH:74][N:75]=2)[CH2:69][C:66]2([CH2:68][CH2:67]2)[CH2:65]1)=[O:63])[CH:59]([CH3:61])[CH3:60].P([O-])([O-])([O-])=O.[K+].[K+].[K+]. The catalyst class is: 12. Product: [CH3:54][O:55][C:56](=[O:87])[NH:57][CH:58]([C:62]([N:64]1[CH:70]([C:71]2[NH:72][C:73]([C:76]3[CH:85]=[CH:84][C:83]4[C:78](=[CH:79][CH:80]=[C:81]([C:26]5[CH:25]=[CH:24][C:23]([C:20]6[NH:19][C:18]([CH:17]7[CH2:16][C:13]8([CH2:14][CH2:15]8)[CH2:12][N:11]7[C:9](=[O:10])[CH:5]([NH:4][C:3]([O:2][CH3:1])=[O:30])[CH:6]([CH3:8])[CH3:7])=[N:22][CH:21]=6)=[CH:28][CH:27]=5)[CH:82]=4)[CH:77]=3)=[CH:74][N:75]=2)[CH2:69][C:66]2([CH2:68][CH2:67]2)[CH2:65]1)=[O:63])[CH:59]([CH3:61])[CH3:60]. (3) Reactant: ClCCl.[CH:4]1([C@H:10]([NH:22][C:23]([C:25]2[CH:30]=[N:29][CH:28]=[CH:27][N:26]=2)=[O:24])[C:11]([NH:13][C@@H:14]([C:18]([CH3:21])([CH3:20])[CH3:19])[C:15](O)=[O:16])=[O:12])[CH2:9][CH2:8][CH2:7][CH2:6][CH2:5]1.C1(N=C=NC2CCCCC2)CCCCC1.[CH3:46][O:47][C:48]([C@H:50]1[CH2:55][NH:54][CH2:53][CH2:52][N:51]1[CH2:56][C:57]1[CH:62]=[CH:61][C:60]([Cl:63])=[CH:59][CH:58]=1)=[O:49]. Product: [CH3:46][O:47][C:48]([C@H:50]1[CH2:55][N:54]([C:15](=[O:16])[C@@H:14]([NH:13][C:11](=[O:12])[C@H:10]([CH:4]2[CH2:5][CH2:6][CH2:7][CH2:8][CH2:9]2)[NH:22][C:23]([C:25]2[CH:30]=[N:29][CH:28]=[CH:27][N:26]=2)=[O:24])[C:18]([CH3:21])([CH3:20])[CH3:19])[CH2:53][CH2:52][N:51]1[CH2:56][C:57]1[CH:62]=[CH:61][C:60]([Cl:63])=[CH:59][CH:58]=1)=[O:49]. The catalyst class is: 1. (4) Reactant: [CH3:1][C:2]1[N:3]([CH2:19][CH2:20][CH2:21][CH2:22][CH2:23][C:24]([C:31]2[CH:36]=[CH:35][CH:34]=[CH:33][CH:32]=2)(C(O)=O)[C:25]([OH:27])=[O:26])[C:4]([C:13]2[CH:18]=[CH:17][CH:16]=[CH:15][CH:14]=2)=[C:5]([C:7]2[CH:12]=[CH:11][CH:10]=[CH:9][CH:8]=2)[N:6]=1. Product: [CH3:1][C:2]1[N:3]([CH2:19][CH2:20][CH2:21][CH2:22][CH2:23][CH:24]([C:31]2[CH:32]=[CH:33][CH:34]=[CH:35][CH:36]=2)[C:25]([OH:27])=[O:26])[C:4]([C:13]2[CH:18]=[CH:17][CH:16]=[CH:15][CH:14]=2)=[C:5]([C:7]2[CH:8]=[CH:9][CH:10]=[CH:11][CH:12]=2)[N:6]=1. The catalyst class is: 15. (5) Reactant: [Si:1]([O:8][C@@H:9]1[C@H:13]([CH3:14])[NH:12][C:11](=[O:15])[CH2:10]1)([C:4]([CH3:7])([CH3:6])[CH3:5])([CH3:3])[CH3:2].Br[C:17]1[CH:24]=[CH:23][C:20]([C:21]#[N:22])=[C:19]([Cl:25])[CH:18]=1.C(=O)([O-])[O-].[Cs+].[Cs+].C1(P(C2C=CC=CC=2)C2C3OC4C(=CC=CC=4P(C4C=CC=CC=4)C4C=CC=CC=4)C(C)(C)C=3C=CC=2)C=CC=CC=1. Product: [Cl:25][C:19]1[CH:18]=[C:17]([N:12]2[C@@H:13]([CH3:14])[C@@H:9]([O:8][Si:1]([C:4]([CH3:7])([CH3:6])[CH3:5])([CH3:3])[CH3:2])[CH2:10][C:11]2=[O:15])[CH:24]=[CH:23][C:20]=1[C:21]#[N:22]. The catalyst class is: 110. (6) Reactant: Br[C:2]1[CH:3]=[C:4]2[C:9](=[CH:10][C:11]=1[F:12])[O:8][CH2:7][CH2:6][CH2:5]2.C([O-])(=O)C.[K+].[CH3:18][C:19]1([CH3:35])[C:23]([CH3:25])([CH3:24])[O:22][B:21]([B:21]2[O:22][C:23]([CH3:25])([CH3:24])[C:19]([CH3:35])([CH3:18])[O:20]2)[O:20]1. Product: [F:12][C:11]1[CH:10]=[C:9]2[C:4]([CH2:5][CH2:6][CH2:7][O:8]2)=[CH:3][C:2]=1[B:21]1[O:22][C:23]([CH3:25])([CH3:24])[C:19]([CH3:35])([CH3:18])[O:20]1. The catalyst class is: 3. (7) Reactant: C[N+]1([O-])[CH2:7][CH2:6][O:5]CC1.[Br:9][C:10]1[CH:11]=C[C:13]([I:18])=[C:14](CBr)[CH:15]=1. Product: [Br:9][C:10]1[CH:15]=[CH:14][C:13]([I:18])=[C:7]([CH:11]=1)[CH:6]=[O:5]. The catalyst class is: 10. (8) Reactant: [C:1]([O:9]CC)(=O)[CH2:2][C:3]([O:5][CH2:6][CH3:7])=[O:4].[H-].[Na+].[Cl:14][C:15]1[CH:35]=[N:34][C:18]2[N:19]([CH2:25][C:26]3[CH:31]=[CH:30][C:29]([O:32][CH3:33])=[CH:28][CH:27]=3)C(=O)[O:21][C:22](=O)[C:17]=2[CH:16]=1.Cl. Product: [CH2:6]([O:5][C:3]([C:2]1[C:1](=[O:9])[N:19]([CH2:25][C:26]2[CH:31]=[CH:30][C:29]([O:32][CH3:33])=[CH:28][CH:27]=2)[C:18]2[C:17]([C:22]=1[OH:21])=[CH:16][C:15]([Cl:14])=[CH:35][N:34]=2)=[O:4])[CH3:7]. The catalyst class is: 44. (9) Reactant: [F:1][C:2]([F:14])([F:13])[O:3][C:4]1[CH:12]=[CH:11][C:7]([C:8]([OH:10])=O)=[CH:6][CH:5]=1.CN(C(ON1N=NC2C=CC=NC1=2)=[N+](C)C)C.F[P-](F)(F)(F)(F)F.CCN(C(C)C)C(C)C.[NH2:48][C:49]([CH3:65])([CH2:52][O:53][C:54]1[CH:55]=[CH:56][C:57]2[CH2:61][O:60][B:59]([OH:62])[C:58]=2[C:63]=1[CH3:64])[C:50]#[N:51]. Product: [C:50]([C:49]([NH:48][C:8](=[O:10])[C:7]1[CH:6]=[CH:5][C:4]([O:3][C:2]([F:1])([F:14])[F:13])=[CH:12][CH:11]=1)([CH3:65])[CH2:52][O:53][C:54]1[CH:55]=[CH:56][C:57]2[CH2:61][O:60][B:59]([OH:62])[C:58]=2[C:63]=1[CH3:64])#[N:51]. The catalyst class is: 3. (10) The catalyst class is: 527. Product: [F:41][C:42]([F:46])([F:45])[CH2:43][NH:44][C:29](=[O:30])[O:20][CH2:19][C:18]([CH3:22])([CH3:21])[CH:17]([C:13]1[CH:12]=[C:11]2[C:16](=[CH:15][CH:14]=1)[N:8]([C:5]1[CH:4]=[CH:3][C:2]([F:1])=[CH:7][CH:6]=1)[N:9]=[CH:10]2)[C:23]1[CH:24]=[CH:25][CH:26]=[CH:27][CH:28]=1. Reactant: [F:1][C:2]1[CH:7]=[CH:6][C:5]([N:8]2[C:16]3[C:11](=[CH:12][C:13]([CH:17]([C:23]4[CH:28]=[CH:27][CH:26]=[CH:25][CH:24]=4)[C:18]([CH3:22])([CH3:21])[CH2:19][OH:20])=[CH:14][CH:15]=3)[CH:10]=[N:9]2)=[CH:4][CH:3]=1.[C:29](C1NC=CN=1)(C1NC=CN=1)=[O:30].[F:41][C:42]([F:46])([F:45])[CH2:43][NH2:44].